This data is from Catalyst prediction with 721,799 reactions and 888 catalyst types from USPTO. The task is: Predict which catalyst facilitates the given reaction. (1) Reactant: [OH:1][C:2]1[CH:3]=[C:4]([CH:7]=[C:8]([OH:10])[CH:9]=1)[CH:5]=[O:6].[O:11](S(C(F)(F)F)(=O)=O)[S:12]([C:15]([F:18])([F:17])[F:16])(=O)=[O:13].[OH2:26]. Product: [F:16][C:15]([F:18])([F:17])[S:12]([O:1][C:2]1[CH:3]=[C:4]([CH:5]=[O:6])[CH:7]=[C:8]([O:10][S:12]([C:15]([F:16])([F:17])[F:18])(=[O:11])=[O:13])[CH:9]=1)(=[O:11])=[O:26]. The catalyst class is: 2. (2) Reactant: [CH2:1]1[O:5][C:4]2[CH:6]=[C:7]([OH:10])[CH:8]=[CH:9][C:3]=2[O:2]1.Cl[C:12]1[CH:13]=[CH:14][C:15]([N+:27]([O-:29])=[O:28])=[C:16]([CH2:18][NH:19][C:20](=[O:26])[O:21][C:22]([CH3:25])([CH3:24])[CH3:23])[CH:17]=1.[H-].[Na+]. Product: [C:22]([O:21][C:20](=[O:26])[NH:19][CH2:18][C:16]1[CH:17]=[C:12]([O:10][C:7]2[CH:8]=[CH:9][C:3]3[O:2][CH2:1][O:5][C:4]=3[CH:6]=2)[CH:13]=[CH:14][C:15]=1[N+:27]([O-:29])=[O:28])([CH3:25])([CH3:23])[CH3:24]. The catalyst class is: 60. (3) Reactant: [CH2:1]([O:5][CH2:6][CH2:7][O:8][C:9]1[CH:14]=[CH:13][C:12]([C:15]2[CH:16]=[CH:17][C:18]3[N:24]([CH2:25][CH2:26][CH3:27])[CH2:23][CH2:22][C:21]([C:28]([NH:30][C:31]4[CH:36]=[CH:35][C:34]([S:37][CH2:38][C:39]5[N:40]([CH2:44][CH2:45][CH3:46])[CH:41]=[CH:42][N:43]=5)=[CH:33][CH:32]=4)=[O:29])=[CH:20][C:19]=3[CH:47]=2)=[CH:11][CH:10]=1)[CH2:2][CH2:3][CH3:4].ClC1C=CC=C(C(OO)=[O:56])C=1.S([O-])([O-])(=O)=S.[Na+].[Na+]. Product: [CH2:1]([O:5][CH2:6][CH2:7][O:8][C:9]1[CH:10]=[CH:11][C:12]([C:15]2[CH:16]=[CH:17][C:18]3[N:24]([CH2:25][CH2:26][CH3:27])[CH2:23][CH2:22][C:21]([C:28]([NH:30][C:31]4[CH:32]=[CH:33][C:34]([S:37]([CH2:38][C:39]5[N:40]([CH2:44][CH2:45][CH3:46])[CH:41]=[CH:42][N:43]=5)=[O:56])=[CH:35][CH:36]=4)=[O:29])=[CH:20][C:19]=3[CH:47]=2)=[CH:13][CH:14]=1)[CH2:2][CH2:3][CH3:4]. The catalyst class is: 4. (4) Reactant: [OH:1][CH2:2][CH2:3][C:4]1[CH:9]=[CH:8][C:7]([NH:10][C:11](=[O:16])[O:12][CH2:13][CH2:14]Cl)=[CH:6][CH:5]=1.[OH-].[K+].O. Product: [OH:1][CH2:2][CH2:3][C:4]1[CH:9]=[CH:8][C:7]([N:10]2[CH2:14][CH2:13][O:12][C:11]2=[O:16])=[CH:6][CH:5]=1. The catalyst class is: 8. (5) Reactant: C([O:8][C@H:9]1[C@H:14]([O:15]CC2C=CC=CC=2)[C@@H:13]([O:23]CC2C=CC=CC=2)[CH:12]([C:31]2[CH:39]=[C:38]([CH2:40][C:41]3[CH:46]=[CH:45][C:44]([O:47][CH3:48])=[CH:43][CH:42]=3)[C:37]([Cl:49])=[C:36]3[C:32]=2[CH2:33][CH2:34][CH2:35]3)[O:11][C@@H:10]1[CH2:50][O:51]CC1C=CC=CC=1)C1C=CC=CC=1. Product: [Cl:49][C:37]1[C:38]([CH2:40][C:41]2[CH:42]=[CH:43][C:44]([O:47][CH3:48])=[CH:45][CH:46]=2)=[CH:39][C:31]([C@H:12]2[C@H:13]([OH:23])[C@@H:14]([OH:15])[C@H:9]([OH:8])[C@@H:10]([CH2:50][OH:51])[O:11]2)=[C:32]2[C:36]=1[CH2:35][CH2:34][CH2:33]2. The catalyst class is: 358. (6) Reactant: [CH3:1][C:2]1[CH:7]=[CH:6][CH:5]=[C:4]([CH3:8])[C:3]=1[C:9]1[CH:14]=[CH:13][CH:12]=[C:11]([CH:15]2[CH2:28][C:23]3(OCC[O:24]3)[C:22]3[C:17](=[CH:18][CH:19]=[C:20]([CH2:29][CH2:30][C:31]([O:33][CH2:34][CH3:35])=[O:32])[CH:21]=3)[O:16]2)[CH:10]=1.Cl.CCN(CC)CC. Product: [CH3:8][C:4]1[CH:5]=[CH:6][CH:7]=[C:2]([CH3:1])[C:3]=1[C:9]1[CH:14]=[CH:13][CH:12]=[C:11]([CH:15]2[CH2:28][C:23](=[O:24])[C:22]3[C:17](=[CH:18][CH:19]=[C:20]([CH2:29][CH2:30][C:31]([O:33][CH2:34][CH3:35])=[O:32])[CH:21]=3)[O:16]2)[CH:10]=1. The catalyst class is: 21. (7) Reactant: [Cl:1]/[CH:2]=[CH:3]/Cl.[C:5]([Si:9]([O:12][C:13]([CH3:22])([CH2:15][CH2:16][CH2:17][CH:18](C)[CH:19]=C)[CH3:14])([CH3:11])[CH3:10])([CH3:8])([CH3:7])[CH3:6]. Product: [C:5]([Si:9]([O:12][C:13]([CH3:22])([CH2:15][CH2:16][CH2:17][CH:18]([CH3:19])/[CH:3]=[CH:2]/[Cl:1])[CH3:14])([CH3:10])[CH3:11])([CH3:7])([CH3:8])[CH3:6]. The catalyst class is: 48. (8) Reactant: Br[C:2]1[CH:3]=[C:4]([SH:8])[CH:5]=[CH:6][CH:7]=1.[H-].[Na+].C([Li])CCC.[CH:16]1([C:19]([CH:21]2[CH2:23][CH2:22]2)=[O:20])[CH2:18][CH2:17]1.Cl. Product: [CH:16]1([C:19]([CH:21]2[CH2:23][CH2:22]2)([C:2]2[CH:7]=[CH:6][CH:5]=[C:4]([SH:8])[CH:3]=2)[OH:20])[CH2:18][CH2:17]1. The catalyst class is: 1.